From a dataset of Catalyst prediction with 721,799 reactions and 888 catalyst types from USPTO. Predict which catalyst facilitates the given reaction. Reactant: [C:1]([O:10]C)(=O)[C:2]1[C:3](=[CH:5][CH:6]=[CH:7][CH:8]=1)[SH:4].C(C1C(CCCOCCC(OC(C)(C)C)=O)=CC=CN=1)#N.[C:33]([C:35]1[CH:40]=[CH:39][C:38]([CH2:41][CH2:42][CH2:43][O:44][CH2:45][CH2:46][C:47]([O:49][C:50]([CH3:53])([CH3:52])[CH3:51])=[O:48])=[CH:37][N:36]=1)#[N:34].C(N(CC)CC)C. Product: [O:10]=[C:1]1[C:2]2[CH:8]=[CH:7][CH:6]=[CH:5][C:3]=2[S:4][C:33]([C:35]2[N:36]=[CH:37][C:38]([CH2:41][CH2:42][CH2:43][O:44][CH2:45][CH2:46][C:47]([O:49][C:50]([CH3:53])([CH3:52])[CH3:51])=[O:48])=[CH:39][CH:40]=2)=[N:34]1. The catalyst class is: 11.